Dataset: Forward reaction prediction with 1.9M reactions from USPTO patents (1976-2016). Task: Predict the product of the given reaction. Given the reactants [ClH:1].[CH3:2][O:3][C:4]1[CH:5]=[C:6]2[C:10](=[CH:11][CH:12]=1)[NH:9][CH:8]=[C:7]2[C:13]1[CH2:14][CH2:15][N:16]([CH:19]2[CH2:24][CH2:23][C:22]([N:31]([CH3:33])[CH3:32])([C:25]3[CH:30]=[CH:29][CH:28]=[CH:27][CH:26]=3)[CH2:21][CH2:20]2)[CH2:17][CH:18]=1.[Cl:34][Si](C)(C)C, predict the reaction product. The product is: [ClH:34].[ClH:1].[CH3:2][O:3][C:4]1[CH:5]=[C:6]2[C:10](=[CH:11][CH:12]=1)[NH:9][CH:8]=[C:7]2[C:13]1[CH2:14][CH2:15][N:16]([CH:19]2[CH2:24][CH2:23][C:22]([N:31]([CH3:32])[CH3:33])([C:25]3[CH:26]=[CH:27][CH:28]=[CH:29][CH:30]=3)[CH2:21][CH2:20]2)[CH2:17][CH:18]=1.